Dataset: Forward reaction prediction with 1.9M reactions from USPTO patents (1976-2016). Task: Predict the product of the given reaction. (1) Given the reactants N(C(OC(C)(C)C)=O)[C@H](C(O)=O)CC1C=CC(OCC2C=CC=CC=2)=CC=1.N(C(OC(C)(C)C)=O)[C@H](C(NCC(NCC(N[C@H](C([NH:66][C@H:67]([C:72]([O:74][CH2:75][C:76]1[CH:81]=[CH:80][CH:79]=[CH:78][CH:77]=1)=[O:73])[CH2:68][CH:69]([CH3:71])[CH3:70])=O)CC1C=CC=CC=1)=O)=O)=O)CC1C=CC(OCC2C=CC=CC=2)=CC=1.N[C@H](C(O)=O)CC1C=CC(OCC2C=CC=CC=2)=CC=1, predict the reaction product. The product is: [NH2:66][C@H:67]([C:72]([O:74][CH2:75][C:76]1[CH:81]=[CH:80][CH:79]=[CH:78][CH:77]=1)=[O:73])[CH2:68][CH:69]([CH3:71])[CH3:70]. (2) The product is: [CH3:12][S:13]([C:16]1[CH:17]=[CH:18][CH:19]=[C:20]2[C:25]=1[N:24]=[C:23]([C:10]1[C:9]3[C:4](=[CH:5][CH:6]=[C:7]([CH3:11])[CH:8]=3)[NH:3][C:2]=1[CH3:1])[CH:22]=[CH:21]2)(=[O:15])=[O:14]. Given the reactants [CH3:1][C:2]1[NH:3][C:4]2[C:9]([CH:10]=1)=[CH:8][C:7]([CH3:11])=[CH:6][CH:5]=2.[CH3:12][S:13]([C:16]1[CH:17]=[CH:18][CH:19]=[C:20]2[C:25]=1[N:24]=[CH:23][CH:22]=[C:21]2Cl)(=[O:15])=[O:14], predict the reaction product.